This data is from Full USPTO retrosynthesis dataset with 1.9M reactions from patents (1976-2016). The task is: Predict the reactants needed to synthesize the given product. (1) Given the product [Cl:1][C:2]1[NH:3][C:4](=[O:14])[C:5]2[CH:11]=[C:10]([Cl:12])[CH:9]=[N:8][C:6]=2[N:7]=1, predict the reactants needed to synthesize it. The reactants are: [Cl:1][C:2]1[N:3]=[C:4](Cl)[C:5]2[CH:11]=[C:10]([Cl:12])[CH:9]=[N:8][C:6]=2[N:7]=1.[OH-:14].[Na+]. (2) Given the product [C:6]([N:8]1[CH2:12][C:11](=[N:13][O:14][CH3:15])[CH2:10][C@H:9]1[C:16]([NH:27][CH2:24][CH:25]=[CH2:26])=[O:18])(=[O:7])[CH:19]=[CH2:20], predict the reactants needed to synthesize it. The reactants are: C(O[C:6]([N:8]1[CH2:12][C:11](=[N:13][O:14][CH3:15])[CH2:10][C@H:9]1[C:16]([OH:18])=O)=[O:7])(C)(C)C.[C:19](Cl)(=O)[CH:20]=C.[CH2:24]([NH2:27])[CH:25]=[CH2:26]. (3) Given the product [F:31][CH:7]([F:6])[C:8]1[CH:30]=[CH:29][C:11]([O:12][C:13]2[C:18]3[CH:19]=[C:20]([C:22]([OH:2])=[O:23])[O:21][C:17]=3[CH:16]=[C:15]([C:24]([O:26][CH2:27][CH3:28])=[O:25])[CH:14]=2)=[CH:10][CH:9]=1, predict the reactants needed to synthesize it. The reactants are: I(O)(=O)(=O)=[O:2].[F:6][CH:7]([F:31])[C:8]1[CH:30]=[CH:29][C:11]([O:12][C:13]2[C:18]3[CH:19]=[C:20]([CH:22]=[O:23])[O:21][C:17]=3[CH:16]=[C:15]([C:24]([O:26][CH2:27][CH3:28])=[O:25])[CH:14]=2)=[CH:10][CH:9]=1. (4) Given the product [OH:1][CH2:2][CH2:3][CH2:4][N:5]1[CH:9]=[C:8]([C:10]2[N:15]=[C:14]([C:16](=[O:19])[NH:17][CH3:18])[C:13]([NH:20][C:21]3[C:26]([C:27]([F:29])([F:30])[F:28])=[CH:25][N:24]=[C:23]([NH:31][C:32]4[CH:46]=[CH:45][C:35]([CH2:36][CH2:37][CH2:38][CH2:39][PH:40](=[O:41])[OH:44])=[CH:34][C:33]=4[O:47][CH3:48])[N:22]=3)=[CH:12][CH:11]=2)[CH:7]=[N:6]1, predict the reactants needed to synthesize it. The reactants are: [OH:1][CH2:2][CH2:3][CH2:4][N:5]1[CH:9]=[C:8]([C:10]2[N:15]=[C:14]([C:16](=[O:19])[NH:17][CH3:18])[C:13]([NH:20][C:21]3[C:26]([C:27]([F:30])([F:29])[F:28])=[CH:25][N:24]=[C:23]([NH:31][C:32]4[CH:46]=[CH:45][C:35]([CH2:36][CH2:37][CH2:38][CH2:39][PH:40](=[O:44])[O:41]CC)=[CH:34][C:33]=4[O:47][CH3:48])[N:22]=3)=[CH:12][CH:11]=2)[CH:7]=[N:6]1.Br[Si](C)(C)C. (5) Given the product [CH2:1]([N:3]([CH2:13][CH3:14])[C:4]1[CH:5]=[C:6]2[C:7]([CH:8]=[C:18]([C:19]3[CH:24]=[CH:23][C:22]([O:25][CH3:26])=[CH:21][CH:20]=3)[C:17](=[O:16])[O:12]2)=[CH:10][CH:11]=1)[CH3:2], predict the reactants needed to synthesize it. The reactants are: [CH2:1]([N:3]([CH2:13][CH3:14])[C:4]1[CH:11]=[CH:10][C:7]([CH:8]=O)=[C:6]([OH:12])[CH:5]=1)[CH3:2].C[O:16][C:17](=O)[CH2:18][C:19]1[CH:24]=[CH:23][C:22]([O:25][CH3:26])=[CH:21][CH:20]=1.N1CCCCC1.[H][H]. (6) Given the product [Cl:17][C:16]1[N:11]2[CH:10]=[CH:9][C:8]3[C@@H:7]([O:19][CH2:20][CH2:21][O:22][CH3:23])[C@H:6]([OH:24])[C@@H:5]([C:31]4[CH:36]=[CH:35][CH:34]=[CH:33][CH:32]=4)[NH:4][C:13]=3[C:12]2=[N:14][C:15]=1[CH3:18], predict the reactants needed to synthesize it. The reactants are: C([N:4]1[C:13]2[C:12]3=[N:14][C:15]([CH3:18])=[C:16]([Cl:17])[N:11]3[CH:10]=[CH:9][C:8]=2[C@@H:7]([O:19][CH2:20][CH2:21][O:22][CH3:23])[C@H:6]([O:24]C(=O)C(C)(C)C)[C@H:5]1[C:31]1[CH:36]=[CH:35][CH:34]=[CH:33][CH:32]=1)(=O)C.[OH-].[K+].O.NN. (7) Given the product [Cl:8][C:9]1[C:14]([C:15]([F:16])([F:17])[F:18])=[CH:13][C:12]2[N:19]=[C:3]([C:2]([OH:1])([CH3:7])[CH3:6])[N:20]([C:21]3[CH:26]=[CH:25][C:24]([CH2:27][CH2:28][Cl:29])=[CH:23][CH:22]=3)[C:11]=2[CH:10]=1, predict the reactants needed to synthesize it. The reactants are: [OH:1][C:2]([CH3:7])([CH3:6])[C:3](O)=O.[Cl:8][C:9]1[CH:10]=[C:11]([NH:20][C:21]2[CH:26]=[CH:25][C:24]([CH2:27][CH2:28][Cl:29])=[CH:23][CH:22]=2)[C:12]([NH2:19])=[CH:13][C:14]=1[C:15]([F:18])([F:17])[F:16]. (8) Given the product [CH2:1]([O:2][C:3]([C:5]1[NH:6][C:7]2[CH:8]=[CH:9][CH:10]=[C:11]3[C:17](=[O:18])[NH:16][CH2:15][CH2:14][C:13]=1[C:12]=23)=[O:4])[CH2:24][CH2:23][CH2:22][CH2:27][CH2:28][CH2:29][CH3:30], predict the reactants needed to synthesize it. The reactants are: [CH3:1][O:2][C:3]([C:5]1[NH:6][C:7]2[CH:8]=[CH:9][CH:10]=[C:11]3[C:17](=[O:18])[NH:16][CH2:15][CH2:14][C:13]=1[C:12]=23)=[O:4].IC1N[C:22]2[CH:23]=[CH:24]C=C3C(=O)N[CH2:30][CH2:29][C:28]=1[C:27]=23.C(N(CC)CC)C.C(O)CCCCCCC. (9) Given the product [C:12]([O:1][C:2]1[CH:11]=[CH:10][C:5]2[CH:6]=[C:7]([CH3:9])[O:8][C:4]=2[CH:3]=1)(=[O:14])[CH3:13], predict the reactants needed to synthesize it. The reactants are: [OH:1][C:2]1[CH:11]=[CH:10][C:5]2[CH:6]=[C:7]([CH3:9])[O:8][C:4]=2[CH:3]=1.[C:12](Cl)(=[O:14])[CH3:13].C(N(CC)CC)C.C(OC1C=CC2C=C(C)SC=2C=1)(=O)C.